Dataset: Forward reaction prediction with 1.9M reactions from USPTO patents (1976-2016). Task: Predict the product of the given reaction. (1) Given the reactants C([NH:4][C:5]1[CH:14]=[C:13]2[C:8]([C:9]([N:15]3[CH2:20][CH2:19][N:18]([C:21]([NH:23][C:24]4[CH:29]=[CH:28][C:27]([F:30])=[CH:26][CH:25]=4)=[O:22])[CH2:17][CH2:16]3)=[CH:10][CH:11]=[N:12]2)=[CH:7][CH:6]=1)(=O)C.FC(F)(F)C([O-])=O, predict the reaction product. The product is: [NH2:4][C:5]1[CH:14]=[C:13]2[C:8]([C:9]([N:15]3[CH2:16][CH2:17][N:18]([C:21]([NH:23][C:24]4[CH:29]=[CH:28][C:27]([F:30])=[CH:26][CH:25]=4)=[O:22])[CH2:19][CH2:20]3)=[CH:10][CH:11]=[N:12]2)=[CH:7][CH:6]=1. (2) Given the reactants [NH2:1][C:2]1[CH:7]=[CH:6][C:5]([O:8][C:9]([F:12])([F:11])[F:10])=[CH:4][C:3]=1[C:13]([C:15]1[CH:20]=[CH:19][CH:18]=[CH:17][CH:16]=1)=O.[F:21][C:22]([F:30])([F:29])[C:23](=[O:28])[CH2:24][C:25](=O)[CH3:26], predict the reaction product. The product is: [F:21][C:22]([F:30])([F:29])[C:23]([C:24]1[C:25]([CH3:26])=[N:1][C:2]2[C:3]([C:13]=1[C:15]1[CH:20]=[CH:19][CH:18]=[CH:17][CH:16]=1)=[CH:4][C:5]([O:8][C:9]([F:12])([F:11])[F:10])=[CH:6][CH:7]=2)=[O:28]. (3) Given the reactants [F:1][C:2]1[CH:3]=[C:4]([N+:10]([O-:12])=[O:11])[C:5]([CH:8]=[O:9])=[N:6][CH:7]=1.C1(C)C=CC(S(O)(=O)=O)=CC=1.[CH2:24](O)[CH2:25][OH:26].O, predict the reaction product. The product is: [O:9]1[CH2:24][CH2:25][O:26][CH:8]1[C:5]1[C:4]([N+:10]([O-:12])=[O:11])=[CH:3][C:2]([F:1])=[CH:7][N:6]=1. (4) Given the reactants [CH3:1][C:2]([CH3:41])([CH3:40])[CH2:3][CH2:4][NH:5][C:6](=[O:39])[CH2:7][CH2:8][CH:9]([CH:33]1[CH2:38][CH2:37][O:36][CH2:35][CH2:34]1)[C:10]([C:31]#[N:32])=[CH:11][C:12]1[CH:17]=[C:16]([O:18][C:19]2[CH:24]=[CH:23][CH:22]=[CH:21][CH:20]=2)[C:15]([O:25][CH2:26][CH3:27])=[CH:14][C:13]=1[N+:28]([O-])=O.[NH4+].[Cl-:43].Cl, predict the reaction product. The product is: [ClH:43].[NH2:32][C:31]1[C:10]([CH:9]([CH:33]2[CH2:38][CH2:37][O:36][CH2:35][CH2:34]2)[CH2:8][CH2:7][C:6]([NH:5][CH2:4][CH2:3][C:2]([CH3:41])([CH3:40])[CH3:1])=[O:39])=[CH:11][C:12]2[C:13](=[CH:14][C:15]([O:25][CH2:26][CH3:27])=[C:16]([O:18][C:19]3[CH:24]=[CH:23][CH:22]=[CH:21][CH:20]=3)[CH:17]=2)[N:28]=1. (5) Given the reactants [N:1]1[C:10]2[C:5](=[CH:6][CH:7]=[CH:8][CH:9]=2)[N:4]=[CH:3][C:2]=1[CH:11](O)[CH2:12][C:13]1[CH:22]=[N:21][C:20]2[C:15](=[CH:16][CH:17]=[CH:18][CH:19]=2)[N:14]=1.O=S(Cl)[Cl:26], predict the reaction product. The product is: [Cl:26][CH:11]([C:2]1[CH:3]=[N:4][C:5]2[C:10](=[CH:9][CH:8]=[CH:7][CH:6]=2)[N:1]=1)[CH2:12][C:13]1[CH:22]=[N:21][C:20]2[C:15](=[CH:16][CH:17]=[CH:18][CH:19]=2)[N:14]=1. (6) Given the reactants FC(F)(F)C(O)=[O:4].[Si]([O:15][CH2:16][C:17]([CH3:59])([CH3:58])[CH2:18][N:19]1[CH:28]=[C:27]([S:29][CH:30]2[CH2:35][CH2:34][N:33](C(OC(C)(C)C)=O)[CH2:32][CH2:31]2)[C:26]2[C:21](=[CH:22][CH:23]=[C:24]([C:43]3[CH:48]=[C:47]([C:49](=[O:54])[NH:50][CH:51]4[CH2:53][CH2:52]4)[CH:46]=[C:45]([F:55])[C:44]=3[CH3:56])[CH:25]=2)[C:20]1=[O:57])(C(C)(C)C)(C)C.C1(C)C=CC=CC=1, predict the reaction product. The product is: [CH:51]1([NH:50][C:49](=[O:54])[C:47]2[CH:48]=[C:43]([C:24]3[CH:25]=[C:26]4[C:21](=[CH:22][CH:23]=3)[C:20](=[O:57])[N:19]([CH2:18][C:17]([CH3:58])([CH3:59])[CH2:16][OH:15])[CH:28]=[C:27]4[S:29]([CH:30]3[CH2:35][CH2:34][NH:33][CH2:32][CH2:31]3)=[O:4])[C:44]([CH3:56])=[C:45]([F:55])[CH:46]=2)[CH2:53][CH2:52]1. (7) Given the reactants [F:1][C:2]1[CH:12]=[CH:11][C:5]2[NH:6][C@@H:7]([CH3:10])[CH2:8][O:9][C:4]=2[C:3]=1[F:13].CC1C=CC(S(O)(=O)=O)=CC=1.C([O-])(O)=O.[Na+], predict the reaction product. The product is: [F:1][C:2]1[CH:12]=[CH:11][C:5]2[NH:6][C@@H:7]([CH3:10])[CH2:8][O:9][C:4]=2[C:3]=1[F:13]. (8) The product is: [OH:20][C@@H:21]1[C@H:25]2[O:26][C:27]([CH3:29])([CH3:30])[O:28][C@H:24]2[C@H:23]([NH:31][C:40](=[O:41])[O:42][CH2:43][C:44]2[CH:49]=[CH:48][CH:47]=[CH:46][CH:45]=2)[CH2:22]1. Given the reactants C(OC(N[C@@H](CC1C=CC=CC=1)C([O-])=O)=O)(C)(C)C.[OH:20][C@@H:21]1[C@H:25]2[O:26][C:27]([CH3:30])([CH3:29])[O:28][C@H:24]2[C@H:23]([NH3+:31])[CH2:22]1.Cl.C(=O)([O-])[O-].[K+].[K+].Cl[C:40]([O:42][CH2:43][C:44]1[CH:49]=[CH:48][CH:47]=[CH:46][CH:45]=1)=[O:41], predict the reaction product. (9) Given the reactants Cl[C:2]1[N:7]=[C:6]([C:8]2[CH:13]=[CH:12][N:11]=[CH:10][CH:9]=2)[N:5]=[C:4]2[N:14]([CH3:17])[N:15]=[CH:16][C:3]=12.[NH2:18][C:19]1[CH:20]=[C:21]([NH:26][C:27](=[O:38])[C:28]2[CH:33]=[CH:32][CH:31]=[C:30]([C:34]([F:37])([F:36])[F:35])[CH:29]=2)[CH:22]=[CH:23][C:24]=1[CH3:25], predict the reaction product. The product is: [CH3:25][C:24]1[CH:23]=[CH:22][C:21]([NH:26][C:27](=[O:38])[C:28]2[CH:33]=[CH:32][CH:31]=[C:30]([C:34]([F:35])([F:36])[F:37])[CH:29]=2)=[CH:20][C:19]=1[NH:18][C:2]1[N:7]=[C:6]([C:8]2[CH:13]=[CH:12][N:11]=[CH:10][CH:9]=2)[N:5]=[C:4]2[N:14]([CH3:17])[N:15]=[CH:16][C:3]=12. (10) Given the reactants [CH3:1][S:2][C:3]1[N:4]=[N:5][C:6]([CH:9]([NH:11]C(=O)OC(C)(C)C)[CH3:10])=[CH:7][N:8]=1.[ClH:19], predict the reaction product. The product is: [ClH:19].[CH3:1][S:2][C:3]1[N:4]=[N:5][C:6]([CH:9]([NH2:11])[CH3:10])=[CH:7][N:8]=1.